From a dataset of Reaction yield outcomes from USPTO patents with 853,638 reactions. Predict the reaction yield, written as a fraction of the theoretical maximum amount of product (1.0 means a 100% yield; for example, 0.34 means a 34% yield). The catalyst is CN(C)C=O. The reactants are P(Cl)(Cl)(Cl)=O.[F:6][CH2:7][CH2:8][CH2:9][N:10]1[C:22]2[CH:21]=[CH:20][CH:19]=[CH:18][C:17]=2[C:16]2[C:11]1=[CH:12][CH:13]=[CH:14][CH:15]=2.[OH-:23].[K+]. The yield is 0.650. The product is [F:6][CH2:7][CH2:8][CH2:9][N:10]1[C:22]2[CH:21]=[CH:20][C:19]([C:8]3[O:23][CH:11]=[N:10][CH:9]=3)=[CH:18][C:17]=2[C:16]2[C:11]1=[CH:12][CH:13]=[CH:14][CH:15]=2.